Dataset: Full USPTO retrosynthesis dataset with 1.9M reactions from patents (1976-2016). Task: Predict the reactants needed to synthesize the given product. (1) Given the product [Br:1][C:2]1[CH:3]=[C:4]([C:7]2[CH:8]=[CH:9][NH:10][N:15]=2)[S:5][CH:6]=1, predict the reactants needed to synthesize it. The reactants are: [Br:1][C:2]1[CH:3]=[C:4]([C:7](=O)[CH:8]=[CH:9][N:10](C)C)[S:5][CH:6]=1.O.[NH2:15]N. (2) Given the product [NH3:9].[CH:16]1([CH2:15][CH2:14][CH2:13][C@@H:12]([C:22]2[O:23][C:24]([CH3:32])=[C:25]([C:27]([N:29]([CH3:31])[CH3:30])=[O:28])[N:26]=2)[CH2:11][C:10]([NH:9][OH:8])=[O:33])[CH2:17][CH2:18][CH2:19][CH2:20][CH2:21]1, predict the reactants needed to synthesize it. The reactants are: C([O:8][NH:9][C:10](=[O:33])[CH2:11][C@H:12]([C:22]1[O:23][C:24]([CH3:32])=[C:25]([C:27]([N:29]([CH3:31])[CH3:30])=[O:28])[N:26]=1)[CH2:13][CH2:14][CH2:15][CH:16]1[CH2:21][CH2:20][CH2:19][CH2:18][CH2:17]1)C1C=CC=CC=1.C([O-])=O.[NH4+]. (3) Given the product [Cl:1][C:2]1[CH:3]=[C:4]2[C:5]([C:6]([OH:8])=[CH:16][C:15]([C:17]3[CH:22]=[CH:21][CH:20]=[CH:19][CH:18]=3)=[N:12]2)=[CH:10][CH:11]=1, predict the reactants needed to synthesize it. The reactants are: [Cl:1][C:2]1[CH:3]=[C:4]([NH2:12])[C:5](=[CH:10][CH:11]=1)[C:6]([O:8]C)=O.CO[C:15](OC)([C:17]1[CH:22]=[CH:21][CH:20]=[CH:19][CH:18]=1)[CH3:16]. (4) Given the product [OH2:4].[OH2:4].[BrH:44].[BrH:44].[CH:1]([O:4][C:5]([C:7]1[C@@H:8]([C:35]2[CH:40]=[CH:39][CH:38]=[C:37]([N+:41]([O-:43])=[O:42])[CH:36]=2)[C:9]([C:15]([O:17][CH:18]2[CH2:19][N:20]([CH:22]([C:29]3[CH:34]=[CH:33][CH:32]=[CH:31][CH:30]=3)[C:23]3[CH:28]=[CH:27][CH:26]=[CH:25][CH:24]=3)[CH2:21]2)=[O:16])=[C:10]([NH2:14])[NH:11][C:12]=1[CH3:13])=[O:6])([CH3:3])[CH3:2], predict the reactants needed to synthesize it. The reactants are: [CH:1]([O:4][C:5]([C:7]1[C@@H:8]([C:35]2[CH:40]=[CH:39][CH:38]=[C:37]([N+:41]([O-:43])=[O:42])[CH:36]=2)[C:9]([C:15]([O:17][CH:18]2[CH2:21][N:20]([CH:22]([C:29]3[CH:34]=[CH:33][CH:32]=[CH:31][CH:30]=3)[C:23]3[CH:28]=[CH:27][CH:26]=[CH:25][CH:24]=3)[CH2:19]2)=[O:16])=[C:10]([NH2:14])[NH:11][C:12]=1[CH3:13])=[O:6])([CH3:3])[CH3:2].[BrH:44]. (5) Given the product [F:41][C:2]([F:1])([F:40])[C:3]1[CH:4]=[C:5]([CH:13]([C:35]2[N:36]=[N:37][N:38]([CH2:49][CH:50]3[CH2:46][CH2:51]3)[N:39]=2)[N:14]2[C:23]3[C:18](=[CH:19][CH:20]=[C:21]([C:24]([F:25])([F:26])[F:27])[CH:22]=3)[N:17]([C:28]([O:30][CH2:31][CH3:32])=[O:29])[CH:16]([CH2:33][CH3:34])[CH2:15]2)[CH:6]=[C:7]([C:9]([F:12])([F:11])[F:10])[CH:8]=1, predict the reactants needed to synthesize it. The reactants are: [F:1][C:2]([F:41])([F:40])[C:3]1[CH:4]=[C:5]([CH:13]([C:35]2[N:36]=[N:37][NH:38][N:39]=2)[N:14]2[C:23]3[C:18](=[CH:19][CH:20]=[C:21]([C:24]([F:27])([F:26])[F:25])[CH:22]=3)[N:17]([C:28]([O:30][CH2:31][CH3:32])=[O:29])[CH:16]([CH2:33][CH3:34])[CH2:15]2)[CH:6]=[C:7]([C:9]([F:12])([F:11])[F:10])[CH:8]=1.C(C1CN[C:51]2[C:46](=CC=[CH:49][CH:50]=2)N1)C.CCN(C(C)C)C(C)C.BrCC(N)=O. (6) Given the product [CH3:17][N:18]([CH3:35])[CH2:19][CH2:20][C:21]1[C:29]2[C:24](=[CH:25][CH:26]=[C:27]([CH2:30][N:31]3[CH:3]=[N:10][CH:33]=[N:32]3)[CH:28]=2)[NH:23][CH:22]=1, predict the reactants needed to synthesize it. The reactants are: C1(N)C(F)=C(F)C(F)=[C:3]([NH2:10])C=1F.Cl.Cl.Cl.Cl.[CH3:17][N:18]([CH3:35])[CH2:19][CH2:20][C:21]1[C:29]2[C:24](=[CH:25][CH:26]=[C:27]([CH2:30][NH:31][NH:32][CH:33]=O)[CH:28]=2)[NH:23][CH:22]=1.N1C=NC=NC=1. (7) Given the product [C:35]([N:31]1[CH2:30][C@H:29]2[CH2:28][N:27]([CH2:26][CH2:25][N:22]3[C:15]4[N:16]=[C:17]([NH:20][CH3:21])[N:18]=[CH:19][C:14]=4[CH:13]=[C:12]([C:3]4[CH:4]=[C:5]([O:10][CH3:11])[CH:6]=[C:7]([O:8][CH3:9])[C:2]=4[Cl:1])[C:23]3=[O:24])[CH2:34][C@H:33]2[CH2:32]1)(=[O:38])[CH:36]=[CH2:37], predict the reactants needed to synthesize it. The reactants are: [Cl:1][C:2]1[C:7]([O:8][CH3:9])=[CH:6][C:5]([O:10][CH3:11])=[CH:4][C:3]=1[C:12]1[C:23](=[O:24])[N:22]([CH2:25][CH2:26][N:27]2[CH2:34][C@@H:33]3[C@@H:29]([CH2:30][NH:31][CH2:32]3)[CH2:28]2)[C:15]2[N:16]=[C:17]([NH:20][CH3:21])[N:18]=[CH:19][C:14]=2[CH:13]=1.[C:35](Cl)(=[O:38])[CH:36]=[CH2:37].